From a dataset of Full USPTO retrosynthesis dataset with 1.9M reactions from patents (1976-2016). Predict the reactants needed to synthesize the given product. Given the product [OH:8][CH2:9][C@@H:10]([NH:15][C:16]([C:18]1[N:19]=[C:20]([N:23]2[CH2:24][CH:25]([S:27][C:28]3[C@H:29]([CH3:52])[C@@H:30]4[C@@H:47]([C@H:48]([OH:50])[CH3:49])[C:46](=[O:51])[N:31]4[C:32]=3[C:33]([O:35][CH2:36][C:37]3[CH:38]=[CH:39][C:40]([N+:43]([O-:45])=[O:44])=[CH:41][CH:42]=3)=[O:34])[CH2:26]2)[S:21][CH:22]=1)=[O:17])[C@@H:11]([CH3:14])[CH2:12][CH3:13], predict the reactants needed to synthesize it. The reactants are: [Si]([O:8][CH2:9][C@@H:10]([NH:15][C:16]([C:18]1[N:19]=[C:20]([N:23]2[CH2:26][CH:25]([S:27][C:28]3[C@H:29]([CH3:52])[C@@H:30]4[C@@H:47]([C@H:48]([OH:50])[CH3:49])[C:46](=[O:51])[N:31]4[C:32]=3[C:33]([O:35][CH2:36][C:37]3[CH:42]=[CH:41][C:40]([N+:43]([O-:45])=[O:44])=[CH:39][CH:38]=3)=[O:34])[CH2:24]2)[S:21][CH:22]=1)=[O:17])[C@@H:11]([CH3:14])[CH2:12][CH3:13])(C(C)(C)C)(C)C.C(O)(=O)C.[F-].C([N+](CCCC)(CCCC)CCCC)CCC.C(OCC)(=O)C.